The task is: Predict the reaction yield, written as a fraction of the theoretical maximum amount of product (1.0 means a 100% yield; for example, 0.34 means a 34% yield).. This data is from Reaction yield outcomes from USPTO patents with 853,638 reactions. (1) The reactants are [H-].[Na+].[Cl:3][C:4]1[CH:12]=[CH:11][C:10]2[NH:9][C:8]3[CH2:13][CH2:14][N:15]([C:18]([O:20][C:21]([CH3:24])([CH3:23])[CH3:22])=[O:19])[CH2:16][CH2:17][C:7]=3[C:6]=2[C:5]=1[Cl:25].[F:26][C:27]1[CH:36]=[CH:35][C:30]([O:31][CH2:32][CH2:33]Br)=[CH:29][CH:28]=1. The catalyst is CN(C=O)C. The product is [Cl:3][C:4]1[CH:12]=[CH:11][C:10]2[N:9]([CH2:33][CH2:32][O:31][C:30]3[CH:35]=[CH:36][C:27]([F:26])=[CH:28][CH:29]=3)[C:8]3[CH2:13][CH2:14][N:15]([C:18]([O:20][C:21]([CH3:22])([CH3:24])[CH3:23])=[O:19])[CH2:16][CH2:17][C:7]=3[C:6]=2[C:5]=1[Cl:25]. The yield is 0.820. (2) The reactants are Br[C:2]1[S:3][CH:4]=[C:5]([C:7]([CH3:10])([CH3:9])[CH3:8])[N:6]=1.[CH3:11][O:12][C:13]([C:15]1[CH:20]=[CH:19][CH:18]=[CH:17][C:16]=1B(O)O)=[O:14].C([O-])([O-])=O.[Cs+].[Cs+]. The catalyst is CN(C=O)C.O.C1C=CC([P]([Pd]([P](C2C=CC=CC=2)(C2C=CC=CC=2)C2C=CC=CC=2)([P](C2C=CC=CC=2)(C2C=CC=CC=2)C2C=CC=CC=2)[P](C2C=CC=CC=2)(C2C=CC=CC=2)C2C=CC=CC=2)(C2C=CC=CC=2)C2C=CC=CC=2)=CC=1. The product is [C:7]([C:5]1[N:6]=[C:2]([C:16]2[CH:17]=[CH:18][CH:19]=[CH:20][C:15]=2[C:13]([O:12][CH3:11])=[O:14])[S:3][CH:4]=1)([CH3:10])([CH3:9])[CH3:8]. The yield is 0.200. (3) The reactants are [F:1][C:2]1[CH:3]=[C:4]([C:12]2[C:13]3[CH:20]([CH2:21][C:22]([OH:24])=[O:23])[CH2:19][CH2:18][C:14]=3[CH:15]=[N:16][CH:17]=2)[CH:5]=[CH:6][C:7]=1[C:8]([F:11])([F:10])[F:9].F[C:26]1C=C(C2C3CCC(CC(O)=O)C=3C=NC=2)C=C[C:31]=1C(F)(F)F.C(N(CC)C(C)C)(C)C.CN(C(ON1N=NC2C=CC=NC1=2)=[N+](C)C)C.F[P-](F)(F)(F)(F)F. The yield is 0.170. The product is [F:1][C:2]1[CH:3]=[C:4]([C:12]2[C:13]3[CH:20]([CH2:21][C:22]([O:24][CH2:26][CH3:31])=[O:23])[CH2:19][CH2:18][C:14]=3[CH:15]=[N:16][CH:17]=2)[CH:5]=[CH:6][C:7]=1[C:8]([F:10])([F:9])[F:11]. The catalyst is CN(C=O)C.C(O)C. (4) The reactants are [H-].[Na+].[CH:3]1([CH2:6][NH:7][C:8](=[O:14])[CH2:9]P(=O)([O-])[O-])[CH2:5][CH2:4]1.[F:15][C:16]([F:34])([F:33])[C:17]1[CH:18]=[C:19]([C:23]([N:26]2[CH2:31][CH2:30][C:29](=O)[CH2:28][CH2:27]2)([CH3:25])[CH3:24])[CH:20]=[CH:21][CH:22]=1. The catalyst is C1COCC1. The product is [CH:3]1([CH2:6][NH:7][C:8](=[O:14])[CH:9]=[C:29]2[CH2:28][CH2:27][N:26]([C:23]([C:19]3[CH:20]=[CH:21][CH:22]=[C:17]([C:16]([F:34])([F:15])[F:33])[CH:18]=3)([CH3:25])[CH3:24])[CH2:31][CH2:30]2)[CH2:5][CH2:4]1. The yield is 0.850. (5) The reactants are [C:1]([C:5]1[CH:10]=[C:9](Br)[C:8]([N+:12]([O-:14])=[O:13])=[CH:7][C:6]=1[O:15][CH3:16])([CH3:4])([CH3:3])[CH3:2].[F-:17].[K+].[K+].[Br-].Cl[C:22]([F:28])([F:27])C(OC)=O. The catalyst is CN(C=O)C.O.[Cu]I. The product is [C:1]([C:5]1[CH:10]=[C:9]([C:22]([F:28])([F:17])[F:27])[C:8]([N+:12]([O-:14])=[O:13])=[CH:7][C:6]=1[O:15][CH3:16])([CH3:4])([CH3:3])[CH3:2]. The yield is 0.610. (6) The reactants are C[Si](C)(C)[O:3][C:4]1[CH2:9][CH2:8][CH2:7][CH2:6][CH:5]=1.[O:12]=[C:13]1[CH2:16][N:15]([C:17]([O:19][CH2:20][C:21]2[CH:26]=[CH:25][CH:24]=[CH:23][CH:22]=2)=[O:18])[CH2:14]1. The catalyst is O1CCCC1.[Ti](Cl)(Cl)(Cl)Cl. The product is [OH:12][C:13]1([CH:5]2[CH2:6][CH2:7][CH2:8][CH2:9][C:4]2=[O:3])[CH2:14][N:15]([C:17]([O:19][CH2:20][C:21]2[CH:26]=[CH:25][CH:24]=[CH:23][CH:22]=2)=[O:18])[CH2:16]1. The yield is 0.370. (7) The reactants are CCN=C=NCCCN(C)C.[CH2:12]([N:14]1[C:18]([C:19]2[CH:20]=[C:21]([C:32](O)=[O:33])[CH:22]=[C:23]([C:25]3[CH:30]=[CH:29][C:28]([CH3:31])=[CH:27][CH:26]=3)[CH:24]=2)=[N:17][N:16]=[N:15]1)[CH3:13].C1C=CC2N(O)N=NC=2C=1.CN1C(=O)CCC1.[CH3:52][O:53][CH2:54][CH:55]([NH2:57])[CH3:56]. The catalyst is C(Cl)Cl. The product is [CH3:52][O:53][CH2:54][CH:55]([NH:57][C:32]([C:21]1[CH:22]=[C:23]([C:25]2[CH:26]=[CH:27][C:28]([CH3:31])=[CH:29][CH:30]=2)[CH:24]=[C:19]([C:18]2[N:14]([CH2:12][CH3:13])[N:15]=[N:16][N:17]=2)[CH:20]=1)=[O:33])[CH3:56]. The yield is 0.460. (8) The reactants are Cl.CN(C)CCCN=C=NCC.[F:13][C:14]1[CH:15]=[C:16]([NH:21][CH:22]([C:24]2[CH:25]=[C:26]([C:41](O)=[O:42])[CH:27]=[C:28]3[C:33]=2[O:32][C:31]([N:34]2[CH2:39][CH2:38][O:37][CH2:36][CH2:35]2)=[CH:30][C:29]3=[O:40])[CH3:23])[CH:17]=[C:18]([F:20])[CH:19]=1.[Si:44]([O:61][CH2:62][CH2:63][NH:64][CH3:65])([C:57]([CH3:60])([CH3:59])[CH3:58])([C:51]1[CH:56]=[CH:55][CH:54]=[CH:53][CH:52]=1)[C:45]1[CH:50]=[CH:49][CH:48]=[CH:47][CH:46]=1.OC1C=CC=C[N+]=1[O-]. The catalyst is C(Cl)Cl. The product is [Si:44]([O:61][CH2:62][CH2:63][N:64]([CH3:65])[C:41]([C:26]1[CH:27]=[C:28]2[C:33](=[C:24]([CH:22]([NH:21][C:16]3[CH:17]=[C:18]([F:20])[CH:19]=[C:14]([F:13])[CH:15]=3)[CH3:23])[CH:25]=1)[O:32][C:31]([N:34]1[CH2:39][CH2:38][O:37][CH2:36][CH2:35]1)=[CH:30][C:29]2=[O:40])=[O:42])([C:57]([CH3:59])([CH3:60])[CH3:58])([C:51]1[CH:52]=[CH:53][CH:54]=[CH:55][CH:56]=1)[C:45]1[CH:46]=[CH:47][CH:48]=[CH:49][CH:50]=1. The yield is 0.940.